Dataset: TCR-epitope binding with 47,182 pairs between 192 epitopes and 23,139 TCRs. Task: Binary Classification. Given a T-cell receptor sequence (or CDR3 region) and an epitope sequence, predict whether binding occurs between them. (1) The epitope is TPQDLNTML. The TCR CDR3 sequence is CASSLVFGTAGGQQFF. Result: 1 (the TCR binds to the epitope). (2) The epitope is LLMPILTLT. The TCR CDR3 sequence is CASSQAGAYGYTF. Result: 0 (the TCR does not bind to the epitope). (3) The epitope is RAKFKQLL. Result: 1 (the TCR binds to the epitope). The TCR CDR3 sequence is CASKRQGSLSYEQYF. (4) The epitope is RAKFKQLL. The TCR CDR3 sequence is CASSTPRQGSNTGELFF. Result: 1 (the TCR binds to the epitope).